From a dataset of Peptide-MHC class I binding affinity with 185,985 pairs from IEDB/IMGT. Regression. Given a peptide amino acid sequence and an MHC pseudo amino acid sequence, predict their binding affinity value. This is MHC class I binding data. (1) The peptide sequence is VYWENEVSI. The MHC is HLA-B15:17 with pseudo-sequence HLA-B15:17. The binding affinity (normalized) is 0.0847. (2) The peptide sequence is FAIEALAKA. The MHC is HLA-A02:02 with pseudo-sequence HLA-A02:02. The binding affinity (normalized) is 0.953.